Dataset: Full USPTO retrosynthesis dataset with 1.9M reactions from patents (1976-2016). Task: Predict the reactants needed to synthesize the given product. (1) Given the product [F:30][CH:2]([F:1])[C:3]1[C:11]2[C:6](=[CH:7][CH:8]=[C:9]([F:12])[CH:10]=2)[N:5]([S:13]([C:16]2[CH:21]=[CH:20][C:19]([O:22][CH3:23])=[C:18]([N:24]3[CH2:29][CH2:28][N:27]([CH3:31])[CH2:26][CH2:25]3)[CH:17]=2)(=[O:15])=[O:14])[CH:4]=1, predict the reactants needed to synthesize it. The reactants are: [F:1][CH:2]([F:30])[C:3]1[C:11]2[C:6](=[CH:7][CH:8]=[C:9]([F:12])[CH:10]=2)[N:5]([S:13]([C:16]2[CH:21]=[CH:20][C:19]([O:22][CH3:23])=[C:18]([N:24]3[CH2:29][CH2:28][NH:27][CH2:26][CH2:25]3)[CH:17]=2)(=[O:15])=[O:14])[CH:4]=1.[C:31]([BH3-])#N.[Na+].C=O. (2) Given the product [Br:1][C:2]1[CH:12]=[C:11]2[C:5]([CH:6]3[CH2:14][CH:8]([N:9]=[C:10]2[Cl:16])[CH2:7]3)=[CH:4][CH:3]=1, predict the reactants needed to synthesize it. The reactants are: [Br:1][C:2]1[CH:12]=[C:11]2[C:5]([CH:6]3[CH2:14][CH:8]([NH:9][C:10]2=O)[CH2:7]3)=[CH:4][CH:3]=1.P(Cl)(Cl)(Cl)(Cl)[Cl:16].CCN(C(C)C)C(C)C. (3) Given the product [O:1]1[CH:2]=[CH:3][N:21]=[C:8]1[N:10]1[CH2:16][CH2:15][C:14]2[CH:17]=[CH:18][CH:19]=[CH:20][C:13]=2[CH:12]=[N:11]1, predict the reactants needed to synthesize it. The reactants are: [O:1]([C:8]([N:10]1[CH2:16][CH2:15][C:14]2[CH:17]=[CH:18][CH:19]=[CH:20][C:13]=2[CH:12]=[N:11]1)=O)[C:2]1C=CC=C[CH:3]=1.[NH2:21]C(N)=O.CS(O)(=O)=O.O=P12OP3(OP(OP(O3)(O1)=O)(=O)O2)=O. (4) Given the product [CH3:1][O:2][C:3]1[CH:4]=[CH:5][C:6]2[NH:12][C:11](=[O:13])[N:10]([CH:14]3[CH2:19][CH2:18][N:17]([C:22]4[CH:23]=[C:24]([C:28]([C:30]5[CH:40]=[CH:39][C:33]6[N:34]([CH3:38])[C:35](=[O:37])[O:36][C:32]=6[CH:31]=5)=[O:29])[N:25]=[CH:26][N:27]=4)[CH2:16][CH2:15]3)[CH2:9][CH2:8][C:7]=2[CH:20]=1, predict the reactants needed to synthesize it. The reactants are: [CH3:1][O:2][C:3]1[CH:4]=[CH:5][C:6]2[NH:12][C:11](=[O:13])[N:10]([CH:14]3[CH2:19][CH2:18][NH:17][CH2:16][CH2:15]3)[CH2:9][CH2:8][C:7]=2[CH:20]=1.Cl[C:22]1[N:27]=[CH:26][N:25]=[C:24]([C:28]([C:30]2[CH:40]=[CH:39][C:33]3[N:34]([CH3:38])[C:35](=[O:37])[O:36][C:32]=3[CH:31]=2)=[O:29])[CH:23]=1.CCN(C(C)C)C(C)C. (5) Given the product [Br:15][C:16]1[CH:17]=[N:18][N:19]2[CH:24]=[CH:23][C:22]([N:8]3[C@@H:7]([C:2]4[CH:3]=[CH:4][CH:5]=[CH:6][N:1]=4)[CH2:11][O:10][C:9]3=[O:12])=[N:21][C:20]=12, predict the reactants needed to synthesize it. The reactants are: [N:1]1[CH:6]=[CH:5][CH:4]=[CH:3][C:2]=1[C@H:7]1[CH2:11][O:10][C:9](=[O:12])[NH:8]1.[H-].[Na+].[Br:15][C:16]1[CH:17]=[N:18][N:19]2[CH:24]=[CH:23][C:22](Cl)=[N:21][C:20]=12.O. (6) Given the product [O:11]=[C:4]1[C:5]2[C:10](=[CH:9][CH:8]=[CH:7][CH:6]=2)[C:2](=[O:1])[N:3]1[CH:12]([CH2:16][CH:17]=[CH2:18])[C:13]([N:44]([CH2:40][CH:41]([CH3:43])[CH3:42])[C@H:45]([C:48]1[CH:53]=[CH:52][CH:51]=[CH:50][CH:49]=1)[CH:46]=[CH2:47])=[O:15], predict the reactants needed to synthesize it. The reactants are: [O:1]=[C:2]1[C:10]2[C:5](=[CH:6][CH:7]=[CH:8][CH:9]=2)[C:4](=[O:11])[N:3]1[C@@H:12]([CH2:16][CH:17]=[CH2:18])[C:13]([OH:15])=O.CCN=C=NCCCN(C)C.Cl.CC1C=CN=C(N)C=1C.[CH2:40]([NH:44][C@H:45]([C:48]1[CH:53]=[CH:52][CH:51]=[CH:50][CH:49]=1)[CH:46]=[CH2:47])[CH:41]([CH3:43])[CH3:42]. (7) Given the product [Cl:9][CH2:8][C:5]1[CH:6]=[CH:7][C:2]([F:1])=[N:3][CH:4]=1, predict the reactants needed to synthesize it. The reactants are: [F:1][C:2]1[CH:7]=[CH:6][C:5]([CH3:8])=[CH:4][N:3]=1.[Cl:9]N1C(=O)CCC1=O.C(O)(=O)C.C(#N)C. (8) The reactants are: [N:1]([C:4]1[CH:9]=[CH:8][CH:7]=[CH:6][C:5]=1[N+:10]([O-:12])=[O:11])=[C:2]=[O:3].[CH2:13]([C:15]1[N:16]=[C:17]([CH:20]2[CH2:28][C:27]3[C:22](=[CH:23][CH:24]=[CH:25][CH:26]=3)[NH:21]2)[NH:18][CH:19]=1)[CH3:14]. Given the product [CH2:13]([C:15]1[N:16]=[C:17]([CH:20]2[CH2:28][C:27]3[C:22](=[CH:23][CH:24]=[CH:25][CH:26]=3)[N:21]2[C:2]([NH:1][C:4]2[CH:9]=[CH:8][CH:7]=[CH:6][C:5]=2[N+:10]([O-:12])=[O:11])=[O:3])[NH:18][CH:19]=1)[CH3:14], predict the reactants needed to synthesize it. (9) Given the product [NH2:23]/[C:4](/[CH2:3][C:2]([F:18])([F:17])[F:1])=[CH:5]/[C:6]([O:8][CH2:9][C:10]1[CH:15]=[CH:14][CH:13]=[CH:12][CH:11]=1)=[O:7], predict the reactants needed to synthesize it. The reactants are: [F:1][C:2]([F:18])([F:17])[CH2:3][C:4](=O)[CH2:5][C:6]([O:8][CH2:9][C:10]1[CH:15]=[CH:14][CH:13]=[CH:12][CH:11]=1)=[O:7].C([O-])(=O)C.[NH4+:23]. (10) Given the product [CH3:1][C:2]1[N:3]([C:8]2[CH:12]=[C:11]([CH2:13][C:18]#[N:19])[N:10]([CH3:15])[N:9]=2)[C:4]([CH3:7])=[CH:5][CH:6]=1, predict the reactants needed to synthesize it. The reactants are: [CH3:1][C:2]1[N:3]([C:8]2[CH:12]=[C:11]([CH2:13]O)[N:10]([CH3:15])[N:9]=2)[C:4]([CH3:7])=[CH:5][CH:6]=1.CC(C)(O)[C:18]#[N:19].P(OCCCC)(OCCCC)(OCCCC)=O.N(/C(N1CCCCC1)=O)=N\C(N1CCCCC1)=O.